Dataset: Forward reaction prediction with 1.9M reactions from USPTO patents (1976-2016). Task: Predict the product of the given reaction. (1) The product is: [CH3:1][C@H:2]1[CH2:7][N:6]([CH2:40][C:39]2[CH:42]=[CH:43][CH:44]=[CH:45][C:38]=2[Cl:37])[C@H:5]([CH3:8])[CH2:4][N:3]1[C@H:9]([C:24]1[CH:36]=[CH:35][C:27]([C:28]([N:30]([CH2:33][CH3:34])[CH2:31][CH3:32])=[O:29])=[CH:26][CH:25]=1)[C:10]1[CH:15]=[CH:14][CH:13]=[C:12]([OH:16])[CH:11]=1. Given the reactants [CH3:1][C@H:2]1[CH2:7][NH:6][C@H:5]([CH3:8])[CH2:4][N:3]1[C@H:9]([C:24]1[CH:36]=[CH:35][C:27]([C:28]([N:30]([CH2:33][CH3:34])[CH2:31][CH3:32])=[O:29])=[CH:26][CH:25]=1)[C:10]1[CH:15]=[CH:14][CH:13]=[C:12]([O:16]S(C(F)(F)F)(=O)=O)[CH:11]=1.[Cl:37][C:38]1[CH:45]=[CH:44][CH:43]=[CH:42][C:39]=1[CH2:40]Br, predict the reaction product. (2) Given the reactants [Li+].[BH4-].[CH3:3][C@H:4]1[N:9]([C:10]2[CH:15]=[CH:14][C:13]([C:16]([F:19])([F:18])[F:17])=[CH:12][N:11]=2)[CH2:8][CH2:7][N:6]([CH2:20][C:21]2[C:22]([C:26](OCC)=[O:27])=[N:23][NH:24][CH:25]=2)[CH2:5]1, predict the reaction product. The product is: [CH3:3][C@H:4]1[N:9]([C:10]2[CH:15]=[CH:14][C:13]([C:16]([F:19])([F:18])[F:17])=[CH:12][N:11]=2)[CH2:8][CH2:7][N:6]([CH2:20][C:21]2[C:22]([CH2:26][OH:27])=[N:23][NH:24][CH:25]=2)[CH2:5]1. (3) The product is: [F:1][C:2]1[CH:29]=[CH:28][C:5]([CH2:6][N:7]2[C:11]3=[N:12][C:13]([CH3:27])=[C:14]([CH2:23][OH:24])[C:15]([C:16]4[CH:21]=[CH:20][C:19]([CH3:22])=[CH:18][CH:17]=4)=[C:10]3[CH:9]=[CH:8]2)=[CH:4][CH:3]=1. Given the reactants [F:1][C:2]1[CH:29]=[CH:28][C:5]([CH2:6][N:7]2[C:11]3=[N:12][C:13]([CH3:27])=[C:14]([C:23](OC)=[O:24])[C:15]([C:16]4[CH:21]=[CH:20][C:19]([CH3:22])=[CH:18][CH:17]=4)=[C:10]3[CH:9]=[CH:8]2)=[CH:4][CH:3]=1.[H-].[H-].[H-].[H-].[Li+].[Al+3].O.[OH-].[Na+], predict the reaction product. (4) The product is: [F:1][C:2]1[CH:7]=[CH:6][CH:5]=[C:4]([F:8])[C:3]=1[O:9][CH3:10]. Given the reactants [F:1][C:2]1[CH:7]=[CH:6][CH:5]=[C:4]([F:8])[C:3]=1[OH:9].[C:10](=O)([O-])[O-].[K+].[K+].CI, predict the reaction product. (5) Given the reactants Br[C:2]1[N:3]=[C:4]([C:7]([C:9]2[CH:26]=[CH:25][C:12]3[N:13]([CH2:17][O:18][CH2:19][CH2:20][Si:21]([CH3:24])([CH3:23])[CH3:22])[C:14](=[O:16])[S:15][C:11]=3[CH:10]=2)=[O:8])[S:5][CH:6]=1.B1(B2OC(C)(C)C(C)(C)O2)OC(C)(C)C(C)(C)O1.C([O-])(=O)C.[K+].C1(P(C2CCCCC2)C2C=CC=CC=2C2C(C(C)C)=CC(C(C)C)=CC=2C(C)C)CCCCC1.Cl[C:85]1[CH:90]=[CH:89][C:88]([CH2:91][CH2:92][O:93][CH:94]2[CH2:99][CH2:98][CH2:97][CH2:96][O:95]2)=[CH:87][N:86]=1.P([O-])([O-])([O-])=O.[K+].[K+].[K+], predict the reaction product. The product is: [O:95]1[CH2:96][CH2:97][CH2:98][CH2:99][CH:94]1[O:93][CH2:92][CH2:91][C:88]1[CH:89]=[CH:90][C:85]([C:2]2[N:3]=[C:4]([C:7]([C:9]3[CH:26]=[CH:25][C:12]4[N:13]([CH2:17][O:18][CH2:19][CH2:20][Si:21]([CH3:24])([CH3:23])[CH3:22])[C:14](=[O:16])[S:15][C:11]=4[CH:10]=3)=[O:8])[S:5][CH:6]=2)=[N:86][CH:87]=1. (6) Given the reactants Br[C:2]1[N:6]2[CH2:7][CH2:8][N:9]([C:11]([C:13]3[CH:18]=[CH:17][CH:16]=[C:15]([C:19]([F:22])([F:21])[F:20])[C:14]=3[Cl:23])=[O:12])[CH2:10][C:5]2=[N:4][N:3]=1.[CH3:24]B1OB(C)OB(C)O1.C(=O)([O-])[O-].[K+].[K+], predict the reaction product. The product is: [Cl:23][C:14]1[C:15]([C:19]([F:22])([F:21])[F:20])=[CH:16][CH:17]=[CH:18][C:13]=1[C:11]([N:9]1[CH2:8][CH2:7][N:6]2[C:2]([CH3:24])=[N:3][N:4]=[C:5]2[CH2:10]1)=[O:12]. (7) Given the reactants [CH3:1][N:2]1[C:6]2=[N:7][CH:8]=[C:9]([C:11]([OH:13])=O)[CH:10]=[C:5]2[CH:4]=[CH:3]1.[F:14][C:15]1[C:20]([NH2:21])=[CH:19][CH:18]=[C:17]([F:22])[N:16]=1.O, predict the reaction product. The product is: [F:14][C:15]1[C:20]([NH:21][C:11]([C:9]2[CH:10]=[C:5]3[CH:4]=[CH:3][N:2]([CH3:1])[C:6]3=[N:7][CH:8]=2)=[O:13])=[CH:19][CH:18]=[C:17]([F:22])[N:16]=1. (8) Given the reactants [CH:1]([C:4]1[C:13]2[O:12][CH:11]([C:14]3[CH:19]=[CH:18][CH:17]=[CH:16][CH:15]=3)[C:10](=[O:20])[NH:9][C:8]=2[CH:7]=[CH:6][CH:5]=1)([CH3:3])[CH3:2].[H-].[Na+].Br[CH2:24][C:25]([O:27][CH3:28])=[O:26].C(O)(=O)CC(CC(O)=O)(C(O)=O)O, predict the reaction product. The product is: [CH3:28][O:27][C:25](=[O:26])[CH2:24][N:9]1[C:8]2[CH:7]=[CH:6][CH:5]=[C:4]([CH:1]([CH3:3])[CH3:2])[C:13]=2[O:12][CH:11]([C:14]2[CH:15]=[CH:16][CH:17]=[CH:18][CH:19]=2)[C:10]1=[O:20].